Dataset: Full USPTO retrosynthesis dataset with 1.9M reactions from patents (1976-2016). Task: Predict the reactants needed to synthesize the given product. (1) Given the product [CH2:11]([O:10][C:7]1[CH:8]=[CH:9][C:4]([C:3]([OH:20])=[O:2])=[CH:5][C:6]=1[O:18][CH3:19])[C:12]1[CH:13]=[CH:14][CH:15]=[CH:16][CH:17]=1, predict the reactants needed to synthesize it. The reactants are: C[O:2][C:3](=[O:20])[C:4]1[CH:9]=[CH:8][C:7]([O:10][CH2:11][C:12]2[CH:17]=[CH:16][CH:15]=[CH:14][CH:13]=2)=[C:6]([O:18][CH3:19])[CH:5]=1. (2) Given the product [CH3:1][O:2][CH:3]1[CH2:7][CH2:6][N:5]([C:10]([C:12]2[C:16]([NH:17][C:18]([C:20]3[C:25]([NH:26][C:27]4[CH:28]=[N:29][CH:30]=[N:31][CH:32]=4)=[CH:24][CH:23]=[C:22]([CH:33]4[CH2:35][CH2:34]4)[N:21]=3)=[O:19])=[CH:15][N:14]([CH3:36])[N:13]=2)=[O:9])[CH2:4]1, predict the reactants needed to synthesize it. The reactants are: [CH3:1][O:2][CH:3]1[CH2:7][CH2:6][NH:5][CH2:4]1.C[O:9][C:10]([C:12]1[C:16]([NH:17][C:18]([C:20]2[C:25]([NH:26][C:27]3[CH:28]=[N:29][CH:30]=[N:31][CH:32]=3)=[CH:24][CH:23]=[C:22]([CH:33]3[CH2:35][CH2:34]3)[N:21]=2)=[O:19])=[CH:15][N:14]([CH3:36])[N:13]=1)=O.